From a dataset of Peptide-MHC class I binding affinity with 185,985 pairs from IEDB/IMGT. Regression. Given a peptide amino acid sequence and an MHC pseudo amino acid sequence, predict their binding affinity value. This is MHC class I binding data. (1) The peptide sequence is IESMNNAVM. The MHC is H-2-Db with pseudo-sequence H-2-Db. The binding affinity (normalized) is 0.0641. (2) The peptide sequence is MPAYIRNTL. The MHC is HLA-B15:17 with pseudo-sequence HLA-B15:17. The binding affinity (normalized) is 0.0847. (3) The peptide sequence is VMNIERQDYR. The MHC is HLA-A03:01 with pseudo-sequence HLA-A03:01. The binding affinity (normalized) is 0.137. (4) The peptide sequence is YVRTNGTSK. The MHC is HLA-B44:02 with pseudo-sequence HLA-B44:02. The binding affinity (normalized) is 0.0847. (5) The peptide sequence is HTQGYFPDWQ. The MHC is HLA-B40:02 with pseudo-sequence HLA-B40:02. The binding affinity (normalized) is 0.0199.